Dataset: Full USPTO retrosynthesis dataset with 1.9M reactions from patents (1976-2016). Task: Predict the reactants needed to synthesize the given product. (1) The reactants are: [CH2:1]([NH2:6])[CH2:2][CH2:3][CH2:4][CH3:5].[OH-].[Na+].[C:9]1([CH3:21])[CH:14]=[C:13]([CH3:15])[CH:12]=[C:11]([CH3:16])[C:10]=1[S:17](Cl)(=[O:19])=[O:18].CCCCCC.CCOC(C)=O. Given the product [CH2:1]([NH:6][S:17]([C:10]1[C:11]([CH3:16])=[CH:12][C:13]([CH3:15])=[CH:14][C:9]=1[CH3:21])(=[O:19])=[O:18])[CH2:2][CH2:3][CH2:4][CH3:5], predict the reactants needed to synthesize it. (2) Given the product [NH2:17][C:5]1[CH:4]=[CH:3][C:2]([Br:1])=[CH:7][C:6]=1[NH:8][C:9]1[CH:16]=[CH:15][C:12]([C:13]#[N:14])=[CH:11][CH:10]=1, predict the reactants needed to synthesize it. The reactants are: [Br:1][C:2]1[CH:3]=[CH:4][C:5]([N+:17]([O-])=O)=[C:6]([NH:8][C:9]2[CH:16]=[CH:15][C:12]([C:13]#[N:14])=[CH:11][CH:10]=2)[CH:7]=1.Cl[Sn]Cl.O.